Dataset: Catalyst prediction with 721,799 reactions and 888 catalyst types from USPTO. Task: Predict which catalyst facilitates the given reaction. Reactant: [CH3:1]/[C:2](=[CH:7]\[C:8]1[CH:13]=[CH:12][C:11]([CH3:14])=[CH:10][CH:9]=1)/[CH2:3][CH2:4][CH:5]=O.Cl.[NH2:16]O. Product: [CH3:1]/[C:2](=[CH:7]\[C:8]1[CH:13]=[CH:12][C:11]([CH3:14])=[CH:10][CH:9]=1)/[CH2:3][CH2:4][C:5]#[N:16]. The catalyst class is: 8.